This data is from Full USPTO retrosynthesis dataset with 1.9M reactions from patents (1976-2016). The task is: Predict the reactants needed to synthesize the given product. (1) Given the product [CH:23]1([N:26]2[CH:30]=[C:29]([C:2]3[CH:22]=[N:21][C:5]4[N:6]([C:17](=[O:20])[NH:18][CH3:19])[C@@H:7]([CH3:16])[CH2:8][N:9]([C:10]([O:12][CH:13]([CH3:15])[CH3:14])=[O:11])[C:4]=4[CH:3]=3)[CH:28]=[N:27]2)[CH2:25][CH2:24]1, predict the reactants needed to synthesize it. The reactants are: Br[C:2]1[CH:22]=[N:21][C:5]2[N:6]([C:17](=[O:20])[NH:18][CH3:19])[C@@H:7]([CH3:16])[CH2:8][N:9]([C:10]([O:12][CH:13]([CH3:15])[CH3:14])=[O:11])[C:4]=2[CH:3]=1.[CH:23]1([N:26]2[CH:30]=[C:29](B3OC(C)(C)C(C)(C)O3)[CH:28]=[N:27]2)[CH2:25][CH2:24]1.C(=O)([O-])[O-].[K+].[K+]. (2) Given the product [CH3:6][C:7]1[CH:12]=[C:11]([CH:10]=[CH:9][C:8]=1[S:13][CH3:14])[CH:15]=[O:16], predict the reactants needed to synthesize it. The reactants are: [Sn](Cl)(Cl)(Cl)Cl.[CH3:6][C:7]1[CH:12]=[CH:11][CH:10]=[CH:9][C:8]=1[S:13][CH3:14].[CH3:15][O:16]C(Cl)Cl. (3) Given the product [CH3:13][Si:14]([C:17]#[CH:18])([CH3:16])[CH3:15].[NH:1]1[C@@H:10]2[C@@H:5]([CH2:6][CH2:7][CH2:8][CH2:9]2)[CH2:4][CH2:3][CH2:2]1, predict the reactants needed to synthesize it. The reactants are: [NH:1]1[CH:10]2[CH:5]([CH2:6][CH2:7][CH2:8][CH2:9]2)[CH2:4][CH2:3][CH2:2]1.C=O.[CH3:13][Si:14]([C:17]#[CH:18])([CH3:16])[CH3:15]. (4) Given the product [CH3:1][O:2][C:3]([C:5]1[CH:31]=[CH:30][C:8]2[N:9]=[C:10]([NH:12][CH:13]3[CH2:18][CH2:17][N:16]([CH2:41][C:39]4[CH:40]=[C:35]([O:34][CH2:32][CH3:33])[C:36]([C:46]5[CH:51]=[CH:50][C:49]([F:52])=[CH:48][CH:47]=5)=[C:37]([O:43][CH2:44][CH3:45])[CH:38]=4)[CH2:15][CH2:14]3)[O:11][C:7]=2[CH:6]=1)=[O:4], predict the reactants needed to synthesize it. The reactants are: [CH3:1][O:2][C:3]([C:5]1[CH:31]=[CH:30][C:8]2[N:9]=[C:10]([NH:12][CH:13]3[CH2:18][CH2:17][N:16](CC4C=CC(O)=C(OCC)C=4)[CH2:15][CH2:14]3)[O:11][C:7]=2[CH:6]=1)=[O:4].[CH2:32]([O:34][C:35]1[CH:40]=[C:39]([CH:41]=O)[CH:38]=[C:37]([O:43][CH2:44][CH3:45])[C:36]=1[C:46]1[CH:51]=[CH:50][C:49]([F:52])=[CH:48][CH:47]=1)[CH3:33].C([BH3-])#N.[Na+].C(N(C(C)C)C(C)C)C. (5) Given the product [NH2:45][C@H:46]([C:51]([O:53][CH2:54][C:55]1[CH:60]=[CH:59][CH:58]=[CH:57][CH:56]=1)=[O:52])[CH2:47][CH:48]([CH3:50])[CH3:49], predict the reactants needed to synthesize it. The reactants are: C(=O)([O-])[O-].[Na+].[Na+].N[C@H](C(NCC(NCC(N[C@H](C([NH:45][C@H:46]([C:51]([O:53][CH2:54][C:55]1[CH:60]=[CH:59][CH:58]=[CH:57][CH:56]=1)=[O:52])[CH2:47][CH:48]([CH3:50])[CH3:49])=O)CC1C=CC=CC=1)=O)=O)=O)CC1C=CC(OCC2C=CC=CC=2)=CC=1.N[C@H](C(O)=O)CC1C=CC(OCC2C=CC=CC=2)=CC=1. (6) Given the product [Cl:5][C:6]1[CH:35]=[CH:34][C:9]([CH2:10][C:11]2[N:12]=[C:13]([O:30][CH2:31][CH2:32][CH3:33])[C:14]3[N:19]=[C:18]([C:20]4[CH:21]=[C:22]([CH3:29])[C:23]([OH:27])=[C:24]([CH3:26])[CH:25]=4)[O:17][C:15]=3[N:16]=2)=[CH:8][CH:7]=1, predict the reactants needed to synthesize it. The reactants are: B(Br)(Br)Br.[Cl:5][C:6]1[CH:35]=[CH:34][C:9]([CH2:10][C:11]2[N:12]=[C:13]([O:30][CH2:31][CH2:32][CH3:33])[C:14]3[N:19]=[C:18]([C:20]4[CH:25]=[C:24]([CH3:26])[C:23]([O:27]C)=[C:22]([CH3:29])[CH:21]=4)[O:17][C:15]=3[N:16]=2)=[CH:8][CH:7]=1.C(=O)([O-])O.[Na+].